From a dataset of Reaction yield outcomes from USPTO patents with 853,638 reactions. Predict the reaction yield, written as a fraction of the theoretical maximum amount of product (1.0 means a 100% yield; for example, 0.34 means a 34% yield). (1) The reactants are [O:1]1[CH2:6][CH2:5][O:4][C:3]2[CH:7]=[C:8]([OH:11])[CH:9]=[CH:10][C:2]1=2.C([O-])([O-])=O.[Cs+].[Cs+].Cl[C:19]1[N:24]=[CH:23][N:22]=[C:21]([NH:25][C:26]2[CH:31]=[CH:30][CH:29]=[C:28]([NH2:32])[N:27]=2)[CH:20]=1.O. The catalyst is CN1C(=O)CCC1.[Cu]I. The product is [O:1]1[CH2:6][CH2:5][O:4][C:3]2[CH:7]=[C:8]([O:11][C:19]3[N:24]=[CH:23][N:22]=[C:21]([NH:25][C:26]4[CH:31]=[CH:30][CH:29]=[C:28]([NH2:32])[N:27]=4)[CH:20]=3)[CH:9]=[CH:10][C:2]1=2. The yield is 0.290. (2) The reactants are [CH3:1][O:2][C:3]1[CH:8]=[CH:7][C:6]([N:9]2[C:17]3[C:12](=[CH:13][CH:14]=[CH:15][CH:16]=3)[CH:11]=[CH:10]2)=[CH:5][CH:4]=1.N1C2C(=CC=CC=2)C=C1.[CH3:27][S:28]N1C(=O)C2C(=CC=CC=2)C1=O.[Br-].[Mg+2].[Br-].[OH-].[Na+]. The catalyst is CC(N(C)C)=O.CCOC(C)=O. The product is [CH3:1][O:2][C:3]1[CH:4]=[CH:5][C:6]([N:9]2[C:17]3[C:12](=[CH:13][CH:14]=[CH:15][CH:16]=3)[C:11]([S:28][CH3:27])=[CH:10]2)=[CH:7][CH:8]=1. The yield is 0.800. (3) The yield is 0.350. The product is [Br:1][C:2]1[N:7]=[C:6]2[C:8]([CH3:9])=[C:13]([C:14]([CH:16]3[CH2:21][CH2:20][CH2:19][CH2:18][CH2:17]3)=[O:15])[O:11][C:5]2=[CH:4][CH:3]=1. The reactants are [Br:1][C:2]1[N:7]=[C:6]([C:8](=O)[CH3:9])[C:5]([OH:11])=[CH:4][CH:3]=1.Br[CH2:13][C:14]([CH:16]1[CH2:21][CH2:20][CH2:19][CH2:18][CH2:17]1)=[O:15].C(=O)([O-])[O-].[K+].[K+].[Cl-].[NH4+]. The catalyst is CN(C)C=O. (4) The yield is 0.880. The reactants are [Cl-:1].[C@H:2]1([CH2:15][NH+:16]([CH3:18])[CH3:17])[C:14]2[N:6]([N:7]=[C:8]3[C:13]=2[CH:12]=[CH:11][CH:10]=[CH:9]3)[CH2:5][CH2:4][O:3]1.[CH:19](=O)C. The product is [Cl-:1].[C@H:2]1([CH2:15][NH+:16]([CH3:18])[CH2:17][CH3:19])[C:14]2[N:6]([N:7]=[C:8]3[C:13]=2[CH:12]=[CH:11][CH:10]=[CH:9]3)[CH2:5][CH2:4][O:3]1. No catalyst specified. (5) The reactants are [NH2:1][C:2]1[CH:3]=[CH:4][C:5]([CH3:22])=[C:6]([NH:8][C:9]2[N:10]=[CH:11][C:12]3[N:17]=[C:16]([NH:18][C:19](=[O:21])[CH3:20])[S:15][C:13]=3[N:14]=2)[CH:7]=1.[CH3:23][C:24]([C:28]1[CH:29]=[C:30]([CH:34]=[CH:35][CH:36]=1)[C:31](O)=[O:32])([CH3:27])[C:25]#[CH:26].F[P-](F)(F)(F)(F)F.N1(OC(N(C)C)=[N+](C)C)C2N=CC=CC=2N=N1.C(=O)([O-])O.[Na+]. The catalyst is N1C=CC=CC=1. The product is [C:19]([NH:18][C:16]1[S:15][C:13]2[N:14]=[C:9]([NH:8][C:6]3[CH:7]=[C:2]([NH:1][C:31](=[O:32])[C:30]4[CH:34]=[CH:35][CH:36]=[C:28]([C:24]([CH3:23])([CH3:27])[C:25]#[CH:26])[CH:29]=4)[CH:3]=[CH:4][C:5]=3[CH3:22])[N:10]=[CH:11][C:12]=2[N:17]=1)(=[O:21])[CH3:20]. The yield is 0.780. (6) The reactants are C[O:2][C:3](=O)[CH2:4][O:5][C:6]1[CH:11]=[CH:10][C:9]([C:12]([CH2:21][CH3:22])([C:15]2[S:16][CH:17]=[C:18]([CH3:20])[CH:19]=2)[CH2:13][CH3:14])=[CH:8][C:7]=1[CH3:23].[CH2:25]([Mg]Br)[CH3:26].[CH2:29]1COC[CH2:30]1. No catalyst specified. The product is [CH2:13]([C:12]([C:9]1[CH:10]=[CH:11][C:6]([O:5][CH2:4][C:3]([OH:2])([CH2:25][CH3:26])[CH2:29][CH3:30])=[C:7]([CH3:23])[CH:8]=1)([C:15]1[S:16][CH:17]=[C:18]([CH3:20])[CH:19]=1)[CH2:21][CH3:22])[CH3:14]. The yield is 0.870. (7) The reactants are [C:1]([NH:6][C:7]1[CH:8]=[CH:9][C:10]([CH3:26])=[C:11]([C:13]2[CH2:14][CH2:15][N:16]([C:19]([O:21][C:22]([CH3:25])([CH3:24])[CH3:23])=[O:20])[CH2:17][CH:18]=2)[CH:12]=1)(=[O:5])[CH:2]([CH3:4])[CH3:3].[H][H]. The catalyst is CCO.[Pd]. The product is [C:1]([NH:6][C:7]1[CH:8]=[CH:9][C:10]([CH3:26])=[C:11]([CH:13]2[CH2:14][CH2:15][N:16]([C:19]([O:21][C:22]([CH3:23])([CH3:25])[CH3:24])=[O:20])[CH2:17][CH2:18]2)[CH:12]=1)(=[O:5])[CH:2]([CH3:4])[CH3:3]. The yield is 1.00.